Dataset: Full USPTO retrosynthesis dataset with 1.9M reactions from patents (1976-2016). Task: Predict the reactants needed to synthesize the given product. (1) The reactants are: [C:1]1([C:7]2([C:10]([O:12][CH3:13])=[O:11])[CH2:9][CH2:8]2)[CH:6]=[CH:5][CH:4]=[CH:3][CH:2]=1.CO[CH2:16][Cl:17].O.CCCCCC. Given the product [Cl:17][CH2:16][C:4]1[CH:5]=[CH:6][C:1]([C:7]2([C:10]([O:12][CH3:13])=[O:11])[CH2:9][CH2:8]2)=[CH:2][CH:3]=1, predict the reactants needed to synthesize it. (2) Given the product [Cl:1][C:2]1[CH:3]=[CH:4][C:5]([C:28]([F:30])([F:29])[F:31])=[C:6]([CH:27]=1)[CH2:7][N:8]1[CH2:13][CH2:12][NH:11][C:10]2[N:14]=[CH:15][C:16]([C:18]3[CH:19]=[CH:20][C:21]([C:22]([N:43]4[CH2:42][CH2:41][N:40]([C:35]5[CH:36]=[CH:37][CH:38]=[CH:39][C:34]=5[C:33]([F:46])([F:47])[F:32])[CH2:45][CH2:44]4)=[O:23])=[CH:25][CH:26]=3)=[CH:17][C:9]1=2, predict the reactants needed to synthesize it. The reactants are: [Cl:1][C:2]1[CH:3]=[CH:4][C:5]([C:28]([F:31])([F:30])[F:29])=[C:6]([CH:27]=1)[CH2:7][N:8]1[CH2:13][CH2:12][NH:11][C:10]2[N:14]=[CH:15][C:16]([C:18]3[CH:26]=[CH:25][C:21]([C:22](O)=[O:23])=[CH:20][CH:19]=3)=[CH:17][C:9]1=2.[F:32][C:33]([F:47])([F:46])[C:34]1[CH:39]=[CH:38][CH:37]=[CH:36][C:35]=1[N:40]1[CH2:45][CH2:44][NH:43][CH2:42][CH2:41]1. (3) Given the product [CH3:12][N:3]([CH3:2])[C:4](=[O:11])[C@H:5]([CH2:7][CH:8]([CH3:9])[CH3:10])[NH:6][C:21]1[CH2:25][S:24][C:23](=[O:26])[N:22]=1, predict the reactants needed to synthesize it. The reactants are: Cl.[CH3:2][N:3]([CH3:12])[C:4](=[O:11])[C@H:5]([CH2:7][CH:8]([CH3:10])[CH3:9])[NH2:6].C(N(CC)CC)C.S=[C:21]1[CH2:25][S:24][C:23](=[O:26])[NH:22]1. (4) Given the product [Cl-:10].[Cl:11][C:12]1[C:19]([Cl:20])=[CH:18][CH:17]=[CH:16][C:13]=1[CH2:14][Zn+:1], predict the reactants needed to synthesize it. The reactants are: [Zn:1].BrCCBr.C[Si]([Cl:10])(C)C.[Cl:11][C:12]1[C:19]([Cl:20])=[CH:18][CH:17]=[CH:16][C:13]=1[CH2:14]Cl. (5) Given the product [NH2:1][C:2]1[C:3]2[C:10]([C:11]3[CH:16]=[CH:15][C:14]([Cl:17])=[CH:13][CH:12]=3)=[CH:9][N:8]([C:18]3[CH:19]=[C:20](/[CH:21]=[C:31](/[C:30]([N:26]4[CH2:29][CH2:28][CH2:27]4)=[O:34])\[C:32]#[N:33])[CH:23]=[CH:24][CH:25]=3)[C:4]=2[N:5]=[CH:6][N:7]=1, predict the reactants needed to synthesize it. The reactants are: [NH2:1][C:2]1[C:3]2[C:10]([C:11]3[CH:16]=[CH:15][C:14]([Cl:17])=[CH:13][CH:12]=3)=[CH:9][N:8]([C:18]3[CH:19]=[C:20]([CH:23]=[CH:24][CH:25]=3)[CH:21]=O)[C:4]=2[N:5]=[CH:6][N:7]=1.[N:26]1([C:30](=[O:34])[CH2:31][C:32]#[N:33])[CH2:29][CH2:28][CH2:27]1.N12CCCN=C1CCCCC2. (6) The reactants are: [N:1]1([C:7]([O:9][C:10]([CH3:13])([CH3:12])[CH3:11])=[O:8])[CH2:6][CH2:5][NH:4][CH2:3][CH2:2]1.[Cl:14][C:15]1[N:20]=[C:19]([NH:21][CH:22]2[CH2:27][CH2:26][O:25][CH2:24][CH2:23]2)[C:18]([N+:28]([O-:30])=[O:29])=[C:17](Cl)[N:16]=1.C(N(C(C)C)CC)(C)C. Given the product [Cl:14][C:15]1[N:16]=[C:17]([N:4]2[CH2:5][CH2:6][N:1]([C:7]([O:9][C:10]([CH3:13])([CH3:12])[CH3:11])=[O:8])[CH2:2][CH2:3]2)[C:18]([N+:28]([O-:30])=[O:29])=[C:19]([NH:21][CH:22]2[CH2:27][CH2:26][O:25][CH2:24][CH2:23]2)[N:20]=1, predict the reactants needed to synthesize it. (7) The reactants are: [Al+3].[Cl-].[Cl-].[Cl-].[C:5](Cl)(=[O:7])[CH3:6].[F:9][C:10]1[CH:11]=[CH:12][C:13]([O:17][CH3:18])=[C:14]([OH:16])[CH:15]=1.O. Given the product [F:9][C:10]1[CH:15]=[C:14]([OH:16])[C:13]([O:17][CH3:18])=[CH:12][C:11]=1[C:5](=[O:7])[CH3:6], predict the reactants needed to synthesize it. (8) Given the product [ClH:30].[ClH:30].[CH3:1][O:2][C:3]1[CH:8]=[CH:7][C:6]([CH:9]([C:18]2([OH:24])[CH2:23][CH2:22][CH2:21][CH2:20][CH2:19]2)[CH2:10][N:11]2[CH2:16][CH2:15][N:14]([CH3:17])[CH2:13][CH2:12]2)=[CH:5][C:4]=1[O:25][C:26]([F:29])([F:28])[F:27], predict the reactants needed to synthesize it. The reactants are: [CH3:1][O:2][C:3]1[CH:8]=[CH:7][C:6]([CH:9]([C:18]2([OH:24])[CH2:23][CH2:22][CH2:21][CH2:20][CH2:19]2)[CH2:10][N:11]2[CH2:16][CH2:15][N:14]([CH3:17])[CH2:13][CH2:12]2)=[CH:5][C:4]=1[O:25][C:26]([F:29])([F:28])[F:27].[ClH:30].Cl.COC1C=CC(C(C2(O)CCCCC2)CN2CCNCC2)=CC=1OC(F)(F)F.